This data is from Full USPTO retrosynthesis dataset with 1.9M reactions from patents (1976-2016). The task is: Predict the reactants needed to synthesize the given product. (1) Given the product [O:19]1[CH2:20][CH2:21][N:16]([C:4]2[C:5]3[S:10][CH:9]=[C:8]([C:11]4[S:12][CH:13]=[CH:14][CH:15]=4)[C:6]=3[N:7]=[C:2]([C:30]3[CH:31]=[N:32][C:33]([NH2:36])=[N:34][CH:35]=3)[N:3]=2)[CH2:17][CH2:18]1, predict the reactants needed to synthesize it. The reactants are: Cl[C:2]1[N:3]=[C:4]([N:16]2[CH2:21][CH2:20][O:19][CH2:18][CH2:17]2)[C:5]2[S:10][CH:9]=[C:8]([C:11]3[S:12][CH:13]=[CH:14][CH:15]=3)[C:6]=2[N:7]=1.CC1(C)C(C)(C)OB([C:30]2[CH:31]=[N:32][C:33]([NH2:36])=[N:34][CH:35]=2)O1. (2) Given the product [NH2:6][C:7]1[C:14]([O:15][CH2:26][C:27]2[CH:32]=[CH:31][CH:30]=[CH:29][CH:28]=2)=[CH:13][C:12]([CH2:16][CH:17]([CH3:19])[CH3:18])=[CH:11][C:8]=1[C:9]#[N:10], predict the reactants needed to synthesize it. The reactants are: CN(C)C=O.[NH2:6][C:7]1[C:14]([OH:15])=[CH:13][C:12]([CH2:16][CH:17]([CH3:19])[CH3:18])=[CH:11][C:8]=1[C:9]#[N:10].C(=O)([O-])[O-].[K+].[K+].[CH2:26](Br)[C:27]1[CH:32]=[CH:31][CH:30]=[CH:29][CH:28]=1. (3) The reactants are: [Br:1][C:2]1[NH:11][C:5]2[N:6]=[CH:7][N:8]=[C:9](Cl)[C:4]=2[CH:3]=1.[CH:12]([O:15][C:16]1[CH:24]=[C:23]2[C:19]([CH:20]=[N:21][NH:22]2)=[CH:18][C:17]=1[NH2:25])([CH3:14])[CH3:13]. Given the product [Br:1][C:2]1[NH:11][C:5]2[N:6]=[CH:7][N:8]=[C:9]([NH:25][C:17]3[CH:18]=[C:19]4[C:23](=[CH:24][C:16]=3[O:15][CH:12]([CH3:14])[CH3:13])[NH:22][N:21]=[CH:20]4)[C:4]=2[CH:3]=1, predict the reactants needed to synthesize it. (4) Given the product [CH2:38]([O:45][C:13](=[O:12])[NH:35][CH:4]1[CH2:3][C:2](=[O:1])[CH2:5]1)[C:39]1[CH:44]=[CH:43][CH:42]=[CH:41][CH:40]=1, predict the reactants needed to synthesize it. The reactants are: [O:1]=[C:2]1[CH2:5][CH:4](C(O)=O)[CH2:3]1.C1[CH2:13][O:12]CC1.C1(C)C=CC=CC=1.C1(P([N:35]=[N+]=[N-])(C2C=CC=CC=2)=O)C=CC=CC=1.[CH2:38]([OH:45])[C:39]1[CH:44]=[CH:43][CH:42]=[CH:41][CH:40]=1. (5) Given the product [Cl:1][C:2]1[CH:3]=[CH:4][C:5]([C:8]2[N:9]=[C:10]([C:28]([O:30][CH2:31][CH3:32])=[O:29])[N:11]([CH3:21])[C:12]=2[C:13]2[CH:18]=[CH:17][C:16]([Cl:19])=[CH:15][C:14]=2[Cl:20])=[CH:6][CH:7]=1, predict the reactants needed to synthesize it. The reactants are: [Cl:1][C:2]1[CH:7]=[CH:6][C:5]([C:8]2[N:9]=[CH:10][N:11]([CH3:21])[C:12]=2[C:13]2[CH:18]=[CH:17][C:16]([Cl:19])=[CH:15][C:14]=2[Cl:20])=[CH:4][CH:3]=1.C([Li])CCC.Cl[C:28]([O:30][CH2:31][CH3:32])=[O:29].